Dataset: Reaction yield outcomes from USPTO patents with 853,638 reactions. Task: Predict the reaction yield, written as a fraction of the theoretical maximum amount of product (1.0 means a 100% yield; for example, 0.34 means a 34% yield). (1) The reactants are [CH3:1][N:2]1[C:6]2=[C:7]3[CH:13]=[C:12]([C:14]4[CH:15]=[C:16]([CH2:20][NH2:21])[CH:17]=[CH:18][CH:19]=4)[NH:11][C:8]3=[N:9][CH:10]=[C:5]2[CH:4]=[N:3]1.CCN(C(C)C)C(C)C.[CH3:31][S:32](Cl)(=[O:34])=[O:33]. The catalyst is CN(C=O)C. The product is [CH3:1][N:2]1[C:6]2=[C:7]3[CH:13]=[C:12]([C:14]4[CH:15]=[C:16]([CH:17]=[CH:18][CH:19]=4)[CH2:20][NH:21][S:32]([CH3:31])(=[O:34])=[O:33])[NH:11][C:8]3=[N:9][CH:10]=[C:5]2[CH:4]=[N:3]1. The yield is 0.580. (2) The reactants are [O:1]=[C:2]1[N:6]([CH2:7][O:8][CH2:9][CH2:10][Si:11]([CH3:14])([CH3:13])[CH3:12])[C:5]2[CH:15]=[CH:16][C:17]([CH:19]([C:21]3[CH:25]=[CH:24][N:23]([C:26]4[N:31]=[CH:30][C:29]([C:32](OC)=[O:33])=[CH:28][CH:27]=4)[N:22]=3)[CH3:20])=[CH:18][C:4]=2[S:3]1.[BH4-].[Li+]. The catalyst is O1CCCC1. The product is [OH:33][CH2:32][C:29]1[CH:28]=[CH:27][C:26]([N:23]2[CH:24]=[CH:25][C:21]([CH:19]([C:17]3[CH:16]=[CH:15][C:5]4[N:6]([CH2:7][O:8][CH2:9][CH2:10][Si:11]([CH3:14])([CH3:13])[CH3:12])[C:2](=[O:1])[S:3][C:4]=4[CH:18]=3)[CH3:20])=[N:22]2)=[N:31][CH:30]=1. The yield is 0.920. (3) The reactants are [OH:1][C:2]1[CH:3]=[C:4]2[C:9](=[CH:10][CH:11]=1)[N:8]=[C:7]([CH2:12][CH:13]([CH3:15])[CH3:14])[C:6]([CH2:16][NH:17][C:18](=[O:24])[O:19][C:20]([CH3:23])([CH3:22])[CH3:21])=[C:5]2[C:25]1[CH:30]=[CH:29][C:28]([CH3:31])=[CH:27][CH:26]=1.[H-].[Na+].C1C=CC(N([S:41]([C:44]([F:47])([F:46])[F:45])(=[O:43])=[O:42])[S:41]([C:44]([F:47])([F:46])[F:45])(=[O:43])=[O:42])=CC=1.O. The catalyst is CN(C)C=O. The product is [F:45][C:44]([F:47])([F:46])[S:41]([O:1][C:2]1[CH:3]=[C:4]2[C:9](=[CH:10][CH:11]=1)[N:8]=[C:7]([CH2:12][CH:13]([CH3:15])[CH3:14])[C:6]([CH2:16][NH:17][C:18]([O:19][C:20]([CH3:23])([CH3:21])[CH3:22])=[O:24])=[C:5]2[C:25]1[CH:26]=[CH:27][C:28]([CH3:31])=[CH:29][CH:30]=1)(=[O:43])=[O:42]. The yield is 0.750.